This data is from Reaction yield outcomes from USPTO patents with 853,638 reactions. The task is: Predict the reaction yield, written as a fraction of the theoretical maximum amount of product (1.0 means a 100% yield; for example, 0.34 means a 34% yield). (1) The reactants are Cl[C:2]1[CH:7]=[CH:6][N:5]=[C:4]2[CH:8]=[C:9]([C:11]3[CH:16]=[C:15]([O:17][CH3:18])[C:14]([O:19][CH3:20])=[C:13]([O:21][CH3:22])[CH:12]=3)[O:10][C:3]=12.[NH2:23][CH2:24][C:25]1[C:26]([N:31]([CH3:36])[S:32]([CH3:35])(=[O:34])=[O:33])=[N:27][CH:28]=[CH:29][CH:30]=1.C(=O)([O-])[O-].[K+].[K+]. No catalyst specified. The product is [CH3:36][N:31]([C:26]1[C:25]([CH2:24][NH:23][C:2]2[CH:7]=[CH:6][N:5]=[C:4]3[CH:8]=[C:9]([C:11]4[CH:16]=[C:15]([O:17][CH3:18])[C:14]([O:19][CH3:20])=[C:13]([O:21][CH3:22])[CH:12]=4)[O:10][C:3]=23)=[CH:30][CH:29]=[CH:28][N:27]=1)[S:32]([CH3:35])(=[O:34])=[O:33]. The yield is 0.340. (2) The reactants are Cl.[NH:2]1[CH2:5][CH:4]([NH:6][C:7]([C:9]2[CH:13]=[C:12]([C:14]3[CH:19]=[C:18]([C:20]([CH3:23])([CH3:22])[CH3:21])[CH:17]=[C:16]([C:24]([CH3:27])([CH3:26])[CH3:25])[CH:15]=3)[N:11]([CH2:28][CH:29]3[CH2:34][CH2:33][CH2:32][CH2:31][CH2:30]3)[C:10]=2[CH3:35])=[O:8])[CH2:3]1.CCN(C(C)C)C(C)C.[CH3:45][O:46][CH2:47][C:48](Cl)=[O:49]. The catalyst is C(Cl)Cl. The product is [CH:29]1([CH2:28][N:11]2[C:12]([C:14]3[CH:19]=[C:18]([C:20]([CH3:21])([CH3:22])[CH3:23])[CH:17]=[C:16]([C:24]([CH3:25])([CH3:26])[CH3:27])[CH:15]=3)=[CH:13][C:9]([C:7]([NH:6][CH:4]3[CH2:3][N:2]([C:48](=[O:49])[CH2:47][O:46][CH3:45])[CH2:5]3)=[O:8])=[C:10]2[CH3:35])[CH2:30][CH2:31][CH2:32][CH2:33][CH2:34]1. The yield is 0.520. (3) The reactants are ClC(Cl)C.[CH:5]1([CH2:11][CH2:12][CH2:13][CH2:14][NH:15][C:16]([C:18]2[N:19]=[C:20]([C@@H:23]3[CH:28]4[O:29][C@@H:25]([CH2:26][CH2:27]4)[C@@H:24]3[CH2:30][C:31]3[CH:36]=[C:35]([F:37])[CH:34]=[CH:33][C:32]=3[CH2:38][CH2:39][C:40]([OH:42])=O)[O:21][CH:22]=2)=[O:17])[CH2:10][CH2:9][CH2:8][CH2:7][CH2:6]1.C(N(CC)CC)C.ClC(OCC)=O.[CH2:56]([CH2:58][NH2:59])[OH:57]. No catalyst specified. The product is [CH:5]1([CH2:11][CH2:12][CH2:13][CH2:14][NH:15][C:16]([C:18]2[N:19]=[C:20]([CH:23]3[CH:24]([CH2:30][C:31]4[CH:36]=[C:35]([F:37])[CH:34]=[CH:33][C:32]=4[CH2:38][CH2:39][C:40](=[O:42])[NH:59][CH2:58][CH2:56][OH:57])[CH:25]4[O:29][CH:28]3[CH2:27][CH2:26]4)[O:21][CH:22]=2)=[O:17])[CH2:6][CH2:7][CH2:8][CH2:9][CH2:10]1. The yield is 0.370. (4) The reactants are [N+:1]([C:4]1[CH:9]=[CH:8][C:7]([CH2:10][C:11](=[S:13])[NH2:12])=[CH:6][CH:5]=1)([O-:3])=[O:2].Cl[CH:15]1[CH2:20][CH2:19][CH2:18][CH2:17][C:16]1=O. The catalyst is C(O)(C)(C)C. The product is [N+:1]([C:4]1[CH:5]=[CH:6][C:7]([CH2:10][C:11]2[S:13][C:15]3[CH2:20][CH2:19][CH2:18][CH2:17][C:16]=3[N:12]=2)=[CH:8][CH:9]=1)([O-:3])=[O:2]. The yield is 0.660. (5) The reactants are [CH3:1][C:2]1[CH:3]=[C:4]([OH:9])[CH:5]=[CH:6][C:7]=1[CH3:8].C([Mg]Cl)(C)C.[C:15]1([CH:21]([C:33]2[CH:38]=[CH:37][CH:36]=[CH:35][CH:34]=2)[N:22]2[C:30]3[C:25](=[CH:26][CH:27]=[CH:28][CH:29]=3)[C:24](=[O:31])[C:23]2=[O:32])[CH:20]=[CH:19][CH:18]=[CH:17][CH:16]=1. The product is [C:33]1([CH:21]([C:15]2[CH:20]=[CH:19][CH:18]=[CH:17][CH:16]=2)[N:22]2[C:30]3[C:25](=[CH:26][CH:27]=[CH:28][CH:29]=3)[C:24]([OH:31])([C:5]3[CH:6]=[C:7]([CH3:8])[C:2]([CH3:1])=[CH:3][C:4]=3[OH:9])[C:23]2=[O:32])[CH:34]=[CH:35][CH:36]=[CH:37][CH:38]=1. The yield is 0.730. The catalyst is O1CCCC1.